This data is from Experimentally validated miRNA-target interactions with 360,000+ pairs, plus equal number of negative samples. The task is: Binary Classification. Given a miRNA mature sequence and a target amino acid sequence, predict their likelihood of interaction. The miRNA is hsa-miR-8061 with sequence CUUAGAUUAGAGGAUAUUGUU. The protein sequence of the target gene is MSFAESGWRSALRRRGPGTPGPVARPSYSSFTQGDSWGEGEVDEEEGCDQVARDLRAEFSAGAWSEPRKRSVLPPDGNGSPVLPDKRNGIFPAAAGSRAQPRRWPVQVLSILCSLLFAILLAFLLAIAYLIVKELHAENLKNEDDVDTGLLGFWTLLIISLTAGFSCCSFSWTVTYFDSFEPGMFPPTPLSPARFKKLTGHSFHMGYSMAILNGIVAALTVAWCLM. Result: 1 (interaction).